Regression. Given two drug SMILES strings and cell line genomic features, predict the synergy score measuring deviation from expected non-interaction effect. From a dataset of NCI-60 drug combinations with 297,098 pairs across 59 cell lines. Drug 1: CC1OCC2C(O1)C(C(C(O2)OC3C4COC(=O)C4C(C5=CC6=C(C=C35)OCO6)C7=CC(=C(C(=C7)OC)O)OC)O)O. Drug 2: C1=CC=C(C(=C1)C(C2=CC=C(C=C2)Cl)C(Cl)Cl)Cl. Cell line: OVCAR-8. Synergy scores: CSS=16.7, Synergy_ZIP=0.433, Synergy_Bliss=-0.0671, Synergy_Loewe=-24.2, Synergy_HSA=0.640.